This data is from Full USPTO retrosynthesis dataset with 1.9M reactions from patents (1976-2016). The task is: Predict the reactants needed to synthesize the given product. (1) Given the product [Cl:2][C:3]1[CH:4]=[C:5]([F:19])[C:6]2[NH:10][C:9](=[O:11])[N:8]([CH:12]3[CH2:13][CH2:14][N:15]([CH:30]4[CH2:31][CH2:32][O:27][CH2:28][CH2:29]4)[CH2:16][CH2:17]3)[C:7]=2[CH:18]=1, predict the reactants needed to synthesize it. The reactants are: Cl.[Cl:2][C:3]1[CH:4]=[C:5]([F:19])[C:6]2[NH:10][C:9](=[O:11])[N:8]([CH:12]3[CH2:17][CH2:16][NH:15][CH2:14][CH2:13]3)[C:7]=2[CH:18]=1.C(N(CC)CC)C.[O:27]1[CH2:32][CH2:31][C:30](=O)[CH2:29][CH2:28]1.C(O[BH-](OC(=O)C)OC(=O)C)(=O)C.[Na+]. (2) Given the product [C:1]([O:4][C:5]1[CH:6]=[CH:7][C:8]([C:11]2[N:12]=[C:13]([CH2:18][C:19]3[CH:24]=[CH:23][CH:22]=[CH:21][CH:20]=3)[C:14]([N:17]([S:38]([CH2:37][C:31]3[CH:30]=[CH:43][C:33]([I:32])=[CH:34][CH:35]=3)(=[O:40])=[O:39])[S:38]([CH2:37][C:36]3[CH:42]=[CH:43][C:33]([I:32])=[CH:34][CH:35]=3)(=[O:40])=[O:39])=[N:15][CH:16]=2)=[CH:9][CH:10]=1)(=[O:3])[CH3:2], predict the reactants needed to synthesize it. The reactants are: [C:1]([O:4][C:5]1[CH:10]=[CH:9][C:8]([C:11]2[N:12]=[C:13]([CH2:18][C:19]3[CH:24]=[CH:23][CH:22]=[CH:21][CH:20]=3)[C:14]([NH2:17])=[N:15][CH:16]=2)=[CH:7][CH:6]=1)(=[O:3])[CH3:2].C(N([CH2:30][CH3:31])CC)C.[I:32][C:33]1[CH:43]=[CH:42][C:36]([CH2:37][S:38](Cl)(=[O:40])=[O:39])=[CH:35][CH:34]=1.Cl. (3) The reactants are: Br[C:2]1[CH:3]=[CH:4][C:5]2[C:6]3[N:15]([C@H:16]4[CH2:20][CH2:19][O:18][CH2:17]4)[N:14]=[CH:13][C:7]=3[C:8](=[O:12])[NH:9][C:10]=2[CH:11]=1.[CH3:21][O:22][C:23]1[C:28]([CH3:29])=[C:27](B(O)O)[C:26]([CH3:33])=[CH:25][N:24]=1.C(=O)([O-])[O-].[Cs+].[Cs+].CN(C=O)C. Given the product [CH3:21][O:22][C:23]1[C:28]([CH3:29])=[C:27]([C:2]2[CH:3]=[CH:4][C:5]3[C:6]4[N:15]([C@H:16]5[CH2:20][CH2:19][O:18][CH2:17]5)[N:14]=[CH:13][C:7]=4[C:8](=[O:12])[NH:9][C:10]=3[CH:11]=2)[C:26]([CH3:33])=[CH:25][N:24]=1, predict the reactants needed to synthesize it. (4) Given the product [CH3:1][O:2][C:3]1[C:8]([O:9][CH3:10])=[CH:7][CH:6]=[CH:5][C:4]=1[C@@H:11]([CH:13]1[CH2:14][CH2:15][N:16]([CH2:36][CH2:35][C:32]2[CH:33]=[CH:34][C:29]([C:25]([O:27][CH3:28])=[O:26])=[CH:30][CH:31]=2)[CH2:17][CH2:18]1)[OH:12], predict the reactants needed to synthesize it. The reactants are: [CH3:1][O:2][C:3]1[C:8]([O:9][CH3:10])=[CH:7][CH:6]=[CH:5][C:4]=1[C@@H:11]([CH:13]1[CH2:18][CH2:17][NH:16][CH2:15][CH2:14]1)[OH:12].C([O-])([O-])=O.[K+].[K+].[C:25]([C:29]1[CH:34]=[CH:33][C:32]([CH2:35][CH2:36]Br)=[CH:31][CH:30]=1)([O:27][CH3:28])=[O:26].O. (5) Given the product [CH2:16]([N:18]([CH2:2][CH2:3][O:4][C:5]1[CH:10]=[CH:9][C:8]([N+:11]([O-:13])=[O:12])=[C:7]([O:14][CH3:15])[CH:6]=1)[CH2:19][CH3:20])[CH3:17], predict the reactants needed to synthesize it. The reactants are: Cl[CH2:2][CH2:3][O:4][C:5]1[CH:10]=[CH:9][C:8]([N+:11]([O-:13])=[O:12])=[C:7]([O:14][CH3:15])[CH:6]=1.[CH2:16]([NH:18][CH2:19][CH3:20])[CH3:17].C(=O)([O-])[O-].[K+].[K+]. (6) Given the product [Cl:16][C:13]1[CH:12]=[CH:11][C:10]([CH2:8][C:6]2[CH:7]=[C:2]([Br:1])[CH:3]=[CH:4][C:5]=2[F:17])=[CH:15][CH:14]=1, predict the reactants needed to synthesize it. The reactants are: [Br:1][C:2]1[CH:3]=[CH:4][C:5]([F:17])=[C:6]([CH:8]([C:10]2[CH:15]=[CH:14][C:13]([Cl:16])=[CH:12][CH:11]=2)O)[CH:7]=1.C([SiH](CC)CC)C.B(F)(F)F.CCOCC. (7) Given the product [CH3:20][O:21][C:3]([C@@H:2]1[C@H:1]2[CH2:10][C@H:7]([CH:8]=[CH:9]2)[C@@H:6]1[C:5]([OH:4])=[O:11])=[O:12], predict the reactants needed to synthesize it. The reactants are: [C@@H:1]12[CH2:10][C@@H:7]([CH:8]=[CH:9]1)[C@H:6]1[C@@H:2]2[C:3](=[O:12])[O:4][C:5]1=[O:11].C1(C)C=CC=CC=1.[CH3:20][O:21]C1C=CC2N=CC=C([C@@H](O)[C@H]3N4C[C@H](C=C)[C@@H](CC4)C3)C=2C=1.CO. (8) Given the product [CH3:37][O:36][CH2:35][CH2:34][O:33][CH2:32][CH2:31][O:30][CH2:29][CH2:28][O:27][CH2:26][CH2:25][O:24][CH2:23][CH2:22][O:21][CH2:20][CH2:19][O:18][CH2:4][CH2:5][NH:1][C:6]([NH:8][C:9]1[NH:10][C:11]([CH3:16])=[CH:12][C:13](=[O:15])[N:14]=1)=[O:7], predict the reactants needed to synthesize it. The reactants are: [N:1]1([C:6]([NH:8][C:9]2[NH:10][C:11]([CH3:16])=[CH:12][C:13](=[O:15])[N:14]=2)=[O:7])[CH:5]=[CH:4]N=C1.C[O:18][CH2:19][CH2:20][O:21][CH2:22][CH2:23][O:24][CH2:25][CH2:26][O:27][CH2:28][CH2:29][O:30][CH2:31][CH2:32][O:33][CH2:34][CH2:35][O:36][CH2:37]CN. (9) Given the product [C:6]([O:10][C:11]([N:13]1[CH2:25][C@@H:24]([CH3:26])[N:23]2[C@H:15]([CH2:16][C:17]3[C:22]2=[N:21][C:20]([S:34][CH2:32][CH3:33])=[CH:19][CH:18]=3)[CH2:14]1)=[O:12])([CH3:9])([CH3:7])[CH3:8], predict the reactants needed to synthesize it. The reactants are: C([Li])CCC.[C:6]([O:10][C:11]([N:13]1[CH2:25][C@@H:24]([CH3:26])[N:23]2[C@H:15]([CH2:16][C:17]3[C:22]2=[N:21][C:20](COCCO)=[CH:19][CH:18]=3)[CH2:14]1)=[O:12])([CH3:9])([CH3:8])[CH3:7].[CH2:32]([S:34]SCC)[CH3:33].C([O-])(=O)C.[NH4+].